Dataset: Full USPTO retrosynthesis dataset with 1.9M reactions from patents (1976-2016). Task: Predict the reactants needed to synthesize the given product. (1) Given the product [CH3:13][C:14]1[N:15]=[C:16]([NH:25][C:1]([N:3]2[CH:7]=[CH:6][N:5]=[CH:4]2)=[O:2])[S:17][C:18]=1[C:19]1[CH:24]=[CH:23][N:22]=[CH:21][CH:20]=1, predict the reactants needed to synthesize it. The reactants are: [C:1](N1C=CN=C1)([N:3]1[CH:7]=[CH:6][N:5]=[CH:4]1)=[O:2].[CH3:13][C:14]1[N:15]=[C:16]([NH2:25])[S:17][C:18]=1[C:19]1[CH:24]=[CH:23][N:22]=[CH:21][CH:20]=1. (2) Given the product [Br:22][C:23]1[C:24]([CH3:33])=[CH:25][C:26]([CH3:32])=[C:27]([CH2:28][C:42]2[S:41][C:40]([C:34]3[CH:35]=[CH:36][CH:37]=[CH:38][CH:39]=3)=[CH:44][CH:43]=2)[CH:31]=1, predict the reactants needed to synthesize it. The reactants are: C([Sn](CCCC)(CCCC)C1C=CC(CC)=CC=1)CCC.[Br:22][C:23]1[C:24]([CH3:33])=[CH:25][C:26]([CH3:32])=[C:27]([CH:31]=1)[C:28](O)=O.[C:34]1([C:40]2[S:41][CH:42]=[CH:43][CH:44]=2)[CH:39]=[CH:38][CH:37]=[CH:36][CH:35]=1. (3) Given the product [CH3:18][N:11]1[C:12]2[C:17](=[CH:16][CH:15]=[CH:14][CH:13]=2)[C:9]([C:3]2[CH:4]=[CH:5][CH:6]=[CH:7][CH:8]=2)=[CH:10]1, predict the reactants needed to synthesize it. The reactants are: [H-].[Na+].[C:3]1([C:9]2[C:17]3[C:12](=[CH:13][CH:14]=[CH:15][CH:16]=3)[NH:11][CH:10]=2)[CH:8]=[CH:7][CH:6]=[CH:5][CH:4]=1.[CH3:18]I. (4) Given the product [CH2:1]([O:3][C:4]([N:6]1[CH2:11][CH2:10][C:9]2[C:12]([C:26]#[N:27])=[C:13]([NH:15][C:16]([C:18]3[CH:23]=[CH:22][CH:21]=[C:20]([OH:24])[CH:19]=3)=[O:17])[S:14][C:8]=2[CH2:7]1)=[O:5])[CH3:2], predict the reactants needed to synthesize it. The reactants are: [CH2:1]([O:3][C:4]([N:6]1[CH2:11][CH2:10][C:9]2[C:12]([C:26]#[N:27])=[C:13]([NH:15][C:16]([C:18]3[CH:23]=[CH:22][CH:21]=[C:20]([O:24]C)[CH:19]=3)=[O:17])[S:14][C:8]=2[CH2:7]1)=[O:5])[CH3:2].B(Br)(Br)Br. (5) Given the product [C:1]1([S:7]([N:10]2[CH2:12][CH:11]([C:13]3[CH:14]=[CH:15][C:16]([Br:19])=[CH:17][CH:18]=3)[N:28]([C:22]3[CH:27]=[CH:26][CH:25]=[CH:24][CH:23]=3)[C:29]2=[O:30])(=[O:8])=[O:9])[CH:2]=[CH:3][CH:4]=[CH:5][CH:6]=1, predict the reactants needed to synthesize it. The reactants are: [C:1]1([S:7]([N:10]2[CH2:12][CH:11]2[C:13]2[CH:18]=[CH:17][C:16]([Br:19])=[CH:15][CH:14]=2)(=[O:9])=[O:8])[CH:6]=[CH:5][CH:4]=[CH:3][CH:2]=1.[I-].[Na+].[C:22]1([N:28]=[C:29]=[O:30])[CH:27]=[CH:26][CH:25]=[CH:24][CH:23]=1.